From a dataset of Peptide-MHC class II binding affinity with 134,281 pairs from IEDB. Regression. Given a peptide amino acid sequence and an MHC pseudo amino acid sequence, predict their binding affinity value. This is MHC class II binding data. (1) The peptide sequence is VVIQDNSDIKVVPRRKAKII. The MHC is HLA-DQA10401-DQB10402 with pseudo-sequence HLA-DQA10401-DQB10402. The binding affinity (normalized) is 0. (2) The binding affinity (normalized) is 0.207. The peptide sequence is MTETLLVQNANPDCKSIL. The MHC is DRB1_0101 with pseudo-sequence DRB1_0101. (3) The peptide sequence is NIQIRLPWYSYLYAV. The MHC is DRB5_0101 with pseudo-sequence DRB5_0101. The binding affinity (normalized) is 0.154. (4) The peptide sequence is AIALDFKPGTSGSPI. The MHC is DRB5_0101 with pseudo-sequence DRB5_0101. The binding affinity (normalized) is 0.226. (5) The peptide sequence is LNKMRAVWVDGKART. The MHC is DRB1_0901 with pseudo-sequence DRB1_0901. The binding affinity (normalized) is 0.557.